Dataset: Reaction yield outcomes from USPTO patents with 853,638 reactions. Task: Predict the reaction yield, written as a fraction of the theoretical maximum amount of product (1.0 means a 100% yield; for example, 0.34 means a 34% yield). The reactants are C([O:8][C:9]1[CH:13]=[C:12]([C:14]([O:16][CH3:17])=[O:15])[N:11]([C:18]2[CH:23]=[CH:22][CH:21]=[CH:20][CH:19]=2)[N:10]=1)C1C=CC=CC=1. The catalyst is [Pd].O1CCCC1. The product is [OH:8][C:9]1[CH:13]=[C:12]([C:14]([O:16][CH3:17])=[O:15])[N:11]([C:18]2[CH:23]=[CH:22][CH:21]=[CH:20][CH:19]=2)[N:10]=1. The yield is 0.970.